This data is from Reaction yield outcomes from USPTO patents with 853,638 reactions. The task is: Predict the reaction yield, written as a fraction of the theoretical maximum amount of product (1.0 means a 100% yield; for example, 0.34 means a 34% yield). (1) The reactants are [OH-].[Na+].[Cl:3][C:4]1[CH:26]=[CH:25][C:7]([O:8][C:9]2[C:18]3[C:13](=[CH:14][C:15]([O:23][CH3:24])=[C:16]([C:19]([O:21]C)=[O:20])[CH:17]=3)[N:12]=[CH:11][CH:10]=2)=[CH:6][C:5]=1[N+:27]([O-:29])=[O:28].Cl. The catalyst is CO. The product is [Cl:3][C:4]1[CH:26]=[CH:25][C:7]([O:8][C:9]2[C:18]3[C:13](=[CH:14][C:15]([O:23][CH3:24])=[C:16]([C:19]([OH:21])=[O:20])[CH:17]=3)[N:12]=[CH:11][CH:10]=2)=[CH:6][C:5]=1[N+:27]([O-:29])=[O:28]. The yield is 0.931. (2) The reactants are [C:1]([NH:4][C:5]1[CH:6]=[CH:7][CH:8]=[C:9]2[C:13]=1[C:12](=[O:14])[N:11]([CH:15]([C:20]1[CH:25]=[CH:24][C:23]([O:26][CH:27]([F:29])[F:28])=[C:22]([O:30][CH2:31][CH3:32])[CH:21]=1)[CH2:16][C:17](O)=[O:18])[CH2:10]2)(=[O:3])[CH3:2].C1N=[CH:36][N:35](C(N2C=NC=C2)=O)[CH:34]=1.CNC. The catalyst is C1COCC1. The product is [C:1]([NH:4][C:5]1[CH:6]=[CH:7][CH:8]=[C:9]2[C:13]=1[C:12](=[O:14])[N:11]([CH:15]([C:20]1[CH:25]=[CH:24][C:23]([O:26][CH:27]([F:29])[F:28])=[C:22]([O:30][CH2:31][CH3:32])[CH:21]=1)[CH2:16][C:17]([N:35]([CH3:36])[CH3:34])=[O:18])[CH2:10]2)(=[O:3])[CH3:2]. The yield is 0.500.